From a dataset of Forward reaction prediction with 1.9M reactions from USPTO patents (1976-2016). Predict the product of the given reaction. (1) Given the reactants C([N:8]1[CH2:12][C@H:11]([C:13]2[CH:18]=[CH:17][C:16]([F:19])=[CH:15][CH:14]=2)[C@@H:10]([C@@H:20]([O:22][C:23]2[CH:28]=[CH:27][C:26]([Cl:29])=[CH:25][N:24]=2)[CH3:21])[CH2:9]1)C1C=CC=CC=1.ClC(OC(Cl)C)=O.CCN(C(C)C)C(C)C, predict the reaction product. The product is: [Cl:29][C:26]1[CH:27]=[CH:28][C:23]([O:22][C@H:20]([C@@H:10]2[C@@H:11]([C:13]3[CH:14]=[CH:15][C:16]([F:19])=[CH:17][CH:18]=3)[CH2:12][NH:8][CH2:9]2)[CH3:21])=[N:24][CH:25]=1. (2) Given the reactants [C:1]([N:5]1[CH2:10][CH2:9][N:8](C(OC(C)(C)C)=O)[C@@H:7]([C:18]([N:20]2[CH2:25][CH2:24][NH:23][CH2:22][CH2:21]2)=[O:19])[CH2:6]1)([CH3:4])([CH3:3])[CH3:2].[Cl:26][C:27]1[CH:32]=[C:31]([N:33]=[C:34]=[O:35])[CH:30]=[CH:29][C:28]=1[F:36], predict the reaction product. The product is: [C:1]([N:5]1[CH2:10][CH2:9][NH:8][C@@H:7]([C:18]([N:20]2[CH2:25][CH2:24][N:23]([C:34]([NH:33][C:31]3[CH:30]=[CH:29][C:28]([F:36])=[C:27]([Cl:26])[CH:32]=3)=[O:35])[CH2:22][CH2:21]2)=[O:19])[CH2:6]1)([CH3:2])([CH3:4])[CH3:3]. (3) Given the reactants Br[C:2]1[CH:30]=[CH:29][C:28]([C:31]([F:34])([F:33])[F:32])=[CH:27][C:3]=1[CH2:4][N:5]([CH2:12][C:13]1[CH:18]=[C:17]([C:19]([F:22])([F:21])[F:20])[CH:16]=[C:15]([C:23]([F:26])([F:25])[F:24])[CH:14]=1)[C:6]1[N:7]=[N:8][N:9]([CH3:11])[N:10]=1.[CH3:35][O:36][C:37](=[O:57])[CH:38]=[CH:39][C:40]1[CH:45]=[CH:44][C:43]([O:46][CH3:47])=[C:42](B2OC(C)(C)C(C)(C)O2)[CH:41]=1.P([O-])([O-])([O-])=O.[K+].[K+].[K+], predict the reaction product. The product is: [CH3:35][O:36][C:37](=[O:57])[CH:38]=[CH:39][C:40]1[CH:41]=[C:42]([C:2]2[CH:30]=[CH:29][C:28]([C:31]([F:34])([F:33])[F:32])=[CH:27][C:3]=2[CH2:4][N:5]([CH2:12][C:13]2[CH:18]=[C:17]([C:19]([F:22])([F:21])[F:20])[CH:16]=[C:15]([C:23]([F:26])([F:25])[F:24])[CH:14]=2)[C:6]2[N:7]=[N:8][N:9]([CH3:11])[N:10]=2)[C:43]([O:46][CH3:47])=[CH:44][CH:45]=1. (4) Given the reactants [CH2:1]([N:8]1[CH2:12][CH2:11][C:10](=O)[CH2:9]1)[C:2]1[CH:7]=[CH:6][CH:5]=[CH:4][CH:3]=1.[C:14]([O:18][C:19]([NH:21][NH2:22])=[O:20])([CH3:17])([CH3:16])[CH3:15].[BH3-]C#N.[Na+].NN.[C:29](O[C:29]([O:31][C:32]([CH3:35])([CH3:34])[CH3:33])=[O:30])([O:31][C:32]([CH3:35])([CH3:34])[CH3:33])=[O:30], predict the reaction product. The product is: [C:14]([O:18][C:19]([NH:21][N:22]([CH:10]1[CH2:11][CH2:12][N:8]([CH2:1][C:2]2[CH:7]=[CH:6][CH:5]=[CH:4][CH:3]=2)[CH2:9]1)[C:29]([O:31][C:32]([CH3:35])([CH3:34])[CH3:33])=[O:30])=[O:20])([CH3:17])([CH3:16])[CH3:15]. (5) Given the reactants Cl[N:2]1[C:10]2[C:5](=[CH:6][C:7]([N+:11]([O-:13])=[O:12])=[CH:8][CH:9]=2)[C:4](=[O:14])[NH:3]1.C([O-])([O-])=O.[K+].[K+].[Cl:21][C:22]1[CH:29]=[CH:28][CH:27]=[CH:26][C:23]=1[CH2:24]Br.[ClH:30], predict the reaction product. The product is: [Cl:30][C:8]1[CH:9]=[C:10]2[C:5]([C:4](=[O:14])[NH:3][N:2]2[CH2:24][C:23]2[CH:26]=[CH:27][CH:28]=[CH:29][C:22]=2[Cl:21])=[CH:6][C:7]=1[N+:11]([O-:13])=[O:12]. (6) Given the reactants I[C:2]1[CH:3]=[C:4]([N:11]2[CH2:16][CH2:15][O:14][CH2:13][CH2:12]2)[CH:5]=[C:6]([N+:8]([O-:10])=[O:9])[CH:7]=1.CC1(C)C(C)(C)OB(B2OC(C)(C)C(C)(C)O2)O1.ClCCl.C([O-])(=O)C.[K+].Cl[C:44]1[CH:45]=[C:46]2[C:51](=[CH:52][N:53]=1)[CH2:50][N:49]([C:54]1[C:59]([F:60])=[C:58]([O:61][CH3:62])[CH:57]=[C:56]([O:63][CH3:64])[C:55]=1[F:65])[C:48](=[O:66])[C:47]12[CH2:68][CH2:67]1.C(=O)([O-])[O-].[Na+].[Na+], predict the reaction product. The product is: [F:65][C:55]1[C:56]([O:63][CH3:64])=[CH:57][C:58]([O:61][CH3:62])=[C:59]([F:60])[C:54]=1[N:49]1[C:48](=[O:66])[C:47]2([CH2:68][CH2:67]2)[C:46]2[C:51](=[CH:52][N:53]=[C:44]([C:2]3[CH:7]=[C:6]([N+:8]([O-:10])=[O:9])[CH:5]=[C:4]([N:11]4[CH2:16][CH2:15][O:14][CH2:13][CH2:12]4)[CH:3]=3)[CH:45]=2)[CH2:50]1. (7) Given the reactants C([O:3][C:4]([C:6]1[N:7]=[C:8]([C:11]2[CH:16]=[CH:15][C:14]([C:17]#[N:18])=[CH:13][C:12]=2[F:19])[O:9][CH:10]=1)=[O:5])C.[OH-].[Na+], predict the reaction product. The product is: [C:17]([C:14]1[CH:15]=[CH:16][C:11]([C:8]2[O:9][CH:10]=[C:6]([C:4]([OH:5])=[O:3])[N:7]=2)=[C:12]([F:19])[CH:13]=1)#[N:18].